From a dataset of Reaction yield outcomes from USPTO patents with 853,638 reactions. Predict the reaction yield, written as a fraction of the theoretical maximum amount of product (1.0 means a 100% yield; for example, 0.34 means a 34% yield). (1) The reactants are Cl.Cl.[NH2:3][CH2:4][C:5]1[C:6]([C:22]2[CH:27]=[CH:26][C:25]([CH3:28])=[CH:24][CH:23]=2)=[C:7]([CH2:18][C:19]([OH:21])=[O:20])[C:8]([CH2:16][CH3:17])=[N:9][C:10]=1[CH2:11][C:12]([CH3:15])([CH3:14])[CH3:13].[OH-].[Na+]. The catalyst is O. The product is [NH2:3][CH2:4][C:5]1[C:6]([C:22]2[CH:27]=[CH:26][C:25]([CH3:28])=[CH:24][CH:23]=2)=[C:7]([CH2:18][C:19]([OH:21])=[O:20])[C:8]([CH2:16][CH3:17])=[N:9][C:10]=1[CH2:11][C:12]([CH3:14])([CH3:15])[CH3:13]. The yield is 0.800. (2) The reactants are [Na].[NH2:2][C:3]1[CH:8]=[CH:7][C:6]([Br:9])=[CH:5][C:4]=1[NH:10][CH2:11][CH2:12][C:13]([O:15]C)=O. The catalyst is CO. The product is [Br:9][C:6]1[CH:7]=[CH:8][C:3]2[NH:2][C:13](=[O:15])[CH2:12][CH2:11][NH:10][C:4]=2[CH:5]=1. The yield is 0.240. (3) The reactants are [CH3:1][O:2][C:3]1[CH:12]=[CH:11][C:10]2[C:5](=[CH:6][CH:7]=[CH:8][CH:9]=2)[CH:4]=1.C([Li])CCC.[Br:18]CCBr.[OH-].[Na+]. The catalyst is C1COCC1. The product is [Br:18][C:12]1[C:3]([O:2][CH3:1])=[CH:4][C:5]2[C:10](=[CH:9][CH:8]=[CH:7][CH:6]=2)[CH:11]=1. The yield is 0.584. (4) The reactants are [I-:1].[Na+].[C:3]([CH:5]1[CH2:10][CH2:9][N:8]([C:11](=[O:37])[C@H:12]([NH:16][C:17]([C:19]2[C:27]3[C:22](=[N:23][CH:24]=[C:25](Br)[N:26]=3)[N:21]([CH2:29][O:30][CH2:31][CH2:32][Si:33]([CH3:36])([CH3:35])[CH3:34])[CH:20]=2)=[O:18])[CH:13]2[CH2:15][CH2:14]2)[CH2:7][CH2:6]1)#[N:4].CN[C@@H]1CCCC[C@H]1NC. The catalyst is [Cu]I.O1CCOCC1. The product is [C:3]([CH:5]1[CH2:10][CH2:9][N:8]([C:11](=[O:37])[C@H:12]([NH:16][C:17]([C:19]2[C:27]3[C:22](=[N:23][CH:24]=[C:25]([I:1])[N:26]=3)[N:21]([CH2:29][O:30][CH2:31][CH2:32][Si:33]([CH3:36])([CH3:35])[CH3:34])[CH:20]=2)=[O:18])[CH:13]2[CH2:15][CH2:14]2)[CH2:7][CH2:6]1)#[N:4]. The yield is 0.800. (5) The yield is 0.870. The product is [C:15]([O:18][C:19](=[O:20])[NH:8][C:7]1[CH:9]=[CH:10][C:4]([CH2:1][CH2:2][CH3:3])=[C:5]([N+:11]([O-:13])=[O:12])[CH:6]=1)([CH3:17])([CH3:16])[CH3:14]. The reactants are [CH2:1]([C:4]1[CH:10]=[CH:9][C:7]([NH2:8])=[CH:6][C:5]=1[N+:11]([O-:13])=[O:12])[CH2:2][CH3:3].[CH3:14][C:15]([O:18][C:19](O[C:19]([O:18][C:15]([CH3:17])([CH3:16])[CH3:14])=[O:20])=[O:20])([CH3:17])[CH3:16]. The catalyst is N1C=CC=CC=1.C(Cl)Cl. (6) The reactants are [Br:1][C:2]1[CH:7]=[CH:6][C:5]([S:8](Cl)(=[O:10])=[O:9])=[CH:4][CH:3]=1.C(N(CC)CC)C.[NH2:19][CH2:20][C@@H:21]([OH:23])[CH3:22]. The catalyst is ClCCl. The product is [Br:1][C:2]1[CH:7]=[CH:6][C:5]([S:8]([NH:19][CH2:20][C@H:21]([OH:23])[CH3:22])(=[O:10])=[O:9])=[CH:4][CH:3]=1. The yield is 0.840. (7) The reactants are [CH:1]([C:4]1[CH:26]=[CH:25][C:7]([CH2:8][C:9]2[C:22]([CH3:23])=[CH:21][C:20]([CH3:24])=[CH:19][C:10]=2[O:11][CH2:12][C:13](N2CC2C)=[O:14])=[CH:6][CH:5]=1)([CH3:3])[CH3:2].[CH2:27]([Mg]Br)[CH2:28][CH3:29].O. The catalyst is C1COCC1. The product is [CH:1]([C:4]1[CH:5]=[CH:6][C:7]([CH2:8][C:9]2[C:22]([CH3:23])=[CH:21][C:20]([CH3:24])=[CH:19][C:10]=2[O:11][CH2:12][C:13](=[O:14])[CH2:27][CH2:28][CH3:29])=[CH:25][CH:26]=1)([CH3:2])[CH3:3]. The yield is 0.950.